Dataset: Forward reaction prediction with 1.9M reactions from USPTO patents (1976-2016). Task: Predict the product of the given reaction. Given the reactants [C:1]([O:5][C:6](=[O:26])[NH:7][C:8]1[CH:13]=[C:12]([N:14]2[CH2:18][CH2:17][CH2:16][CH2:15]2)[C:11]([C:19]([F:22])([F:21])[F:20])=[CH:10][C:9]=1[N+:23]([O-])=O)([CH3:4])([CH3:3])[CH3:2], predict the reaction product. The product is: [C:1]([O:5][C:6](=[O:26])[NH:7][C:8]1[CH:13]=[C:12]([N:14]2[CH2:18][CH2:17][CH2:16][CH2:15]2)[C:11]([C:19]([F:21])([F:22])[F:20])=[CH:10][C:9]=1[NH2:23])([CH3:4])([CH3:2])[CH3:3].